From a dataset of Peptide-MHC class II binding affinity with 134,281 pairs from IEDB. Regression. Given a peptide amino acid sequence and an MHC pseudo amino acid sequence, predict their binding affinity value. This is MHC class II binding data. (1) The peptide sequence is AAYAAAKAAALAA. The MHC is DRB4_0101 with pseudo-sequence DRB4_0103. The binding affinity (normalized) is 0.366. (2) The peptide sequence is PEREVLVWKFDSRLAFHH. The MHC is DRB1_0901 with pseudo-sequence DRB1_0901. The binding affinity (normalized) is 0.493. (3) The peptide sequence is IFRHWYWQQPYYIVA. The MHC is DRB1_0405 with pseudo-sequence DRB1_0405. The binding affinity (normalized) is 0.507. (4) The peptide sequence is FPIPSLDYVTTICLF. The MHC is DRB1_0101 with pseudo-sequence DRB1_0101. The binding affinity (normalized) is 0.656. (5) The peptide sequence is DEFFECFKYLLIQGH. The MHC is DRB3_0101 with pseudo-sequence DRB3_0101. The binding affinity (normalized) is 0.218. (6) The peptide sequence is SVQVRGELAAEEVEV. The MHC is DRB1_1302 with pseudo-sequence DRB1_1302. The binding affinity (normalized) is 0.203. (7) The binding affinity (normalized) is 0.409. The MHC is DRB1_0301 with pseudo-sequence DRB1_0301. The peptide sequence is LNNFYPREAKVQWKVDNALQSGNS.